This data is from Forward reaction prediction with 1.9M reactions from USPTO patents (1976-2016). The task is: Predict the product of the given reaction. (1) Given the reactants Cl.[NH4+].[Cl-].[F:4][C:5]1[C:10]([F:11])=[CH:9][C:8]([N+:12]([O-])=O)=[CH:7][C:6]=1[C@:15]12[CH2:23][O:22][C@H:21]([CH2:24][F:25])[C@H:20]1[CH2:19][S:18][C:17]([NH2:26])=[N:16]2.[OH-].[Na+], predict the reaction product. The product is: [NH2:12][C:8]1[CH:9]=[C:10]([F:11])[C:5]([F:4])=[C:6]([C@:15]23[CH2:23][O:22][C@H:21]([CH2:24][F:25])[C@H:20]2[CH2:19][S:18][C:17]([NH2:26])=[N:16]3)[CH:7]=1. (2) Given the reactants Br[C:2]1[CH:10]=[C:9]2[C:5]([C:6]([O:17][CH3:18])=[N:7][N:8]2[C:11]2[CH:16]=[CH:15][CH:14]=[CH:13][CH:12]=2)=[CH:4][CH:3]=1.C(OC([N:26]1[CH2:31][CH2:30][CH:29]([N:32]2[CH2:36][CH2:35][NH:34][C:33]2=[O:37])[CH2:28][CH2:27]1)=O)(C)(C)C.[ClH:38], predict the reaction product. The product is: [ClH:38].[CH3:18][O:17][C:6]1[C:5]2[C:9](=[CH:10][C:2]([N:34]3[CH2:35][CH2:36][N:32]([CH:29]4[CH2:28][CH2:27][NH:26][CH2:31][CH2:30]4)[C:33]3=[O:37])=[CH:3][CH:4]=2)[N:8]([C:11]2[CH:16]=[CH:15][CH:14]=[CH:13][CH:12]=2)[N:7]=1. (3) Given the reactants [Cl:1][C:2]1[CH:3]=[C:4]([C:9]2[CH:14]=[C:13]([CH2:15][CH2:16][CH2:17][C:18]3[CH:23]=[CH:22][CH:21]=[CH:20][CH:19]=3)[CH:12]=[C:11]([CH:24]=O)[C:10]=2[OH:26])[CH:5]=[CH:6][C:7]=1[Cl:8].[C:27]([NH2:31])([CH3:30])([CH3:29])[CH3:28], predict the reaction product. The product is: [ClH:1].[C:27]([NH:31][CH2:24][C:11]1[CH:12]=[C:13]([CH2:15][CH2:16][CH2:17][C:18]2[CH:23]=[CH:22][CH:21]=[CH:20][CH:19]=2)[CH:14]=[C:9]([C:4]2[CH:5]=[CH:6][C:7]([Cl:8])=[C:2]([Cl:1])[CH:3]=2)[C:10]=1[OH:26])([CH3:30])([CH3:29])[CH3:28]. (4) Given the reactants [CH2:1]([O:8][C:9](=[O:20])[C:10]([C:13]1[CH:14]=[N:15][CH:16]=[C:17](Br)[CH:18]=1)([CH3:12])[CH3:11])[C:2]1[CH:7]=[CH:6][CH:5]=[CH:4][CH:3]=1.[C:21]([O:25][C:26]([N:28]1[C:37]2[C:32](=[CH:33][C:34](B3OC(C)(C)C(C)(C)O3)=[CH:35][N:36]=2)[CH2:31][CH2:30][CH2:29]1)=[O:27])([CH3:24])([CH3:23])[CH3:22], predict the reaction product. The product is: [C:21]([O:25][C:26]([N:28]1[C:37]2[C:32](=[CH:33][C:34]([C:17]3[CH:16]=[N:15][CH:14]=[C:13]([C:10]([C:9]([O:8][CH2:1][C:2]4[CH:7]=[CH:6][CH:5]=[CH:4][CH:3]=4)=[O:20])([CH3:12])[CH3:11])[CH:18]=3)=[CH:35][N:36]=2)[CH2:31][CH2:30][CH2:29]1)=[O:27])([CH3:24])([CH3:22])[CH3:23]. (5) Given the reactants [F:1][C:2]([F:21])([CH2:13][O:14][CH:15]1[CH2:20][CH2:19][CH2:18][CH2:17][O:16]1)[CH2:3][N:4]=[S:5]([C:8]([CH3:12])([CH3:11])[C:9]#[N:10])([CH3:7])=[O:6].CC(C)=O.C(=O)=O.[Br:29][C:30]1[N:35]=[C:34](/[C:36](=[N:38]/[S@@:39]([C:41]([CH3:44])([CH3:43])[CH3:42])=[O:40])/[CH3:37])[C:33]([F:45])=[C:32]([Si:46]([CH2:51][CH3:52])([CH2:49][CH3:50])[CH2:47][CH3:48])[CH:31]=1.C[Si](C)(C)[N-][Si](C)(C)C.[Li+].[Cl-].[NH4+], predict the reaction product. The product is: [Br:29][C:30]1[N:35]=[C:34]([C:36]([NH:38][S:39]([C:41]([CH3:43])([CH3:44])[CH3:42])=[O:40])([CH3:37])[CH2:7][S:5]([C:8]([C:9]#[N:10])([CH3:12])[CH3:11])(=[N:4][CH2:3][C:2]([F:1])([F:21])[CH2:13][O:14][CH:15]2[CH2:20][CH2:19][CH2:18][CH2:17][O:16]2)=[O:6])[C:33]([F:45])=[C:32]([Si:46]([CH2:51][CH3:52])([CH2:47][CH3:48])[CH2:49][CH3:50])[CH:31]=1. (6) The product is: [CH3:27][C:17]1[CH:22]=[CH:21][C:20]([S:23]([O:12][CH2:11][CH:8]2[CH2:7][C:6]3[CH:5]=[C:4]([C:13]([F:16])([F:14])[F:15])[CH:3]=[C:2]([Br:1])[C:10]=3[O:9]2)(=[O:25])=[O:24])=[CH:19][CH:18]=1. Given the reactants [Br:1][C:2]1[C:10]2[O:9][CH:8]([CH2:11][OH:12])[CH2:7][C:6]=2[CH:5]=[C:4]([C:13]([F:16])([F:15])[F:14])[CH:3]=1.[C:17]1([CH3:27])[CH:22]=[CH:21][C:20]([S:23](Cl)(=[O:25])=[O:24])=[CH:19][CH:18]=1, predict the reaction product. (7) Given the reactants C(N(C(C)C)CC)(C)C.Cl[C:11]1[N:12]=[C:13]([S:22][CH3:23])[N:14]=[N:15][C:16]=1[C:17]([O:19][CH2:20][CH3:21])=[O:18].[S:24]1[CH:28]=[CH:27][C:26]2[C:29]([NH2:33])=[CH:30][CH:31]=[CH:32][C:25]1=2, predict the reaction product. The product is: [S:24]1[CH:28]=[CH:27][C:26]2[C:29]([NH:33][C:11]3[N:12]=[C:13]([S:22][CH3:23])[N:14]=[N:15][C:16]=3[C:17]([O:19][CH2:20][CH3:21])=[O:18])=[CH:30][CH:31]=[CH:32][C:25]1=2. (8) Given the reactants Cl.[CH3:2][O:3][C:4]1[CH:16]=[CH:15][C:7]([CH2:8][C@@H:9]([C:11]([O:13][CH3:14])=[O:12])[NH2:10])=[CH:6][CH:5]=1.C(N(CC)CC)C.[C:24]([O:27][C:28]1[CH:38]=[CH:37][CH:36]=[CH:35][C:29]=1[CH:30]=[CH:31][C:32](O)=[O:33])(=[O:26])[CH3:25].CCN=C=NCCCN(C)C.Cl, predict the reaction product. The product is: [C:24]([O:27][C:28]1[CH:38]=[CH:37][CH:36]=[CH:35][C:29]=1[CH:30]=[CH:31][C:32]([NH:10][C@H:9]([C:11]([O:13][CH3:14])=[O:12])[CH2:8][C:7]1[CH:6]=[CH:5][C:4]([O:3][CH3:2])=[CH:16][CH:15]=1)=[O:33])(=[O:26])[CH3:25]. (9) Given the reactants [C:1]([C:5]1[CH:6]=[C:7]2[C:11](=[CH:12][CH:13]=1)[C:10](=[O:14])[N:9]([C:15]1[C:16]([CH2:47][OH:48])=[C:17]([C:21]3[CH:22]=[C:23]([NH:29][C:30]4[N:35]=[CH:34][C:33]([CH:36]5[CH2:39][N:38](C(OC(C)(C)C)=O)[CH2:37]5)=[CH:32][CH:31]=4)[C:24](=[O:28])[N:25]([CH3:27])[CH:26]=3)[CH:18]=[CH:19][CH:20]=1)[CH2:8]2)([CH3:4])([CH3:3])[CH3:2].FC(F)(F)C(O)=O, predict the reaction product. The product is: [NH:38]1[CH2:37][CH:36]([C:33]2[CH:32]=[CH:31][C:30]([NH:29][C:23]3[C:24](=[O:28])[N:25]([CH3:27])[CH:26]=[C:21]([C:17]4[C:16]([CH2:47][OH:48])=[C:15]([N:9]5[CH2:8][C:7]6[C:11](=[CH:12][CH:13]=[C:5]([C:1]([CH3:3])([CH3:4])[CH3:2])[CH:6]=6)[C:10]5=[O:14])[CH:20]=[CH:19][CH:18]=4)[CH:22]=3)=[N:35][CH:34]=2)[CH2:39]1.